Regression. Given a peptide amino acid sequence and an MHC pseudo amino acid sequence, predict their binding affinity value. This is MHC class II binding data. From a dataset of Peptide-MHC class II binding affinity with 134,281 pairs from IEDB. (1) The peptide sequence is KKGAGGITIKKTGQA. The MHC is DRB1_1302 with pseudo-sequence DRB1_1302. The binding affinity (normalized) is 0.129. (2) The peptide sequence is CGYKDVDKPPFDGMT. The MHC is DRB4_0101 with pseudo-sequence DRB4_0103. The binding affinity (normalized) is 0.0616. (3) The peptide sequence is LVVAVGLRVVCA. The binding affinity (normalized) is 0.0391. The MHC is DRB3_0101 with pseudo-sequence DRB3_0101.